From a dataset of Forward reaction prediction with 1.9M reactions from USPTO patents (1976-2016). Predict the product of the given reaction. (1) Given the reactants [OH-:1].[Na+].[CH:3]1([C@H:7]([NH:9][C:10]2[N:18]=C(C#N)[N:16]=[C:15]3[C:11]=2[N:12]([CH2:35][C:36]2[CH:41]=[CH:40][C:39]([C:42]([F:45])([F:44])[F:43])=[CH:38][CH:37]=2)[C:13]([C:21]2[CH:26]=[C:25]([N:27]([CH3:29])[CH3:28])[CH:24]=[CH:23][C:22]=2[O:30][C:31]([F:34])([F:33])[F:32])=[N:14]3)[CH3:8])[CH2:6][CH2:5][CH2:4]1.[CH2:46]([OH:48])[CH3:47], predict the reaction product. The product is: [CH:3]1([C@H:7]([NH:9][C:10]2[N:18]=[C:47]([C:46]([OH:1])=[O:48])[N:16]=[C:15]3[C:11]=2[N:12]([CH2:35][C:36]2[CH:41]=[CH:40][C:39]([C:42]([F:45])([F:44])[F:43])=[CH:38][CH:37]=2)[C:13]([C:21]2[CH:26]=[C:25]([N:27]([CH3:29])[CH3:28])[CH:24]=[CH:23][C:22]=2[O:30][C:31]([F:34])([F:33])[F:32])=[N:14]3)[CH3:8])[CH2:6][CH2:5][CH2:4]1. (2) The product is: [C:33]([O:37][C:38](=[O:50])[CH2:39][CH2:40][C:41]1[CH:46]=[CH:45][C:44]([OH:47])=[CH:43][C:42]=1[CH2:48][NH:49][C:7]([C:6]1[CH:5]=[C:4]([Cl:10])[S:3][C:2]=1[Cl:1])=[O:8])([CH3:36])([CH3:34])[CH3:35]. Given the reactants [Cl:1][C:2]1[S:3][C:4]([Cl:10])=[CH:5][C:6]=1[C:7](O)=[O:8].CN1CCOCC1.ClC(OCC(C)C)=O.C(N(CC)CC)C.[C:33]([O:37][C:38](=[O:50])[CH2:39][CH2:40][C:41]1[CH:46]=[CH:45][C:44]([OH:47])=[CH:43][C:42]=1[CH2:48][NH2:49])([CH3:36])([CH3:35])[CH3:34], predict the reaction product.